Dataset: Full USPTO retrosynthesis dataset with 1.9M reactions from patents (1976-2016). Task: Predict the reactants needed to synthesize the given product. (1) Given the product [ClH:1].[F:19][C:20]1[CH:33]=[CH:32][C:23]([CH2:24][S:25]([CH2:28][C:29]([NH:3][C:4]2[CH:17]=[CH:16][C:7]([O:8][C:9]3[CH:14]=[CH:13][N:12]=[C:11]([NH2:15])[CH:10]=3)=[C:6]([F:18])[CH:5]=2)=[O:30])(=[O:26])=[O:27])=[CH:22][CH:21]=1, predict the reactants needed to synthesize it. The reactants are: [ClH:1].Cl.[NH2:3][C:4]1[CH:17]=[CH:16][C:7]([O:8][C:9]2[CH:14]=[CH:13][N:12]=[C:11]([NH2:15])[CH:10]=2)=[C:6]([F:18])[CH:5]=1.[F:19][C:20]1[CH:33]=[CH:32][C:23]([CH2:24][S:25]([CH2:28][C:29](O)=[O:30])(=[O:27])=[O:26])=[CH:22][CH:21]=1. (2) Given the product [ClH:2].[CH3:29][O:30][C:4]1[CH:5]=[C:6]([C:9]2[CH:13]=[C:12]([C:14]([NH:16][C:17]3[CH:22]=[CH:21][C:20]([C@H:23]4[O:28][CH2:27][CH2:26][NH:25][CH2:24]4)=[CH:19][CH:18]=3)=[O:15])[NH:11][N:10]=2)[CH:7]=[CH:8][CH:3]=1, predict the reactants needed to synthesize it. The reactants are: Cl.[Cl:2][C:3]1[CH:8]=[CH:7][C:6]([C:9]2[CH:13]=[C:12]([C:14]([NH:16][C:17]3[CH:22]=[CH:21][C:20]([C@H:23]4[O:28][CH2:27][CH2:26][NH:25][CH2:24]4)=[CH:19][CH:18]=3)=[O:15])[NH:11][N:10]=2)=[CH:5][CH:4]=1.[CH3:29][O:30]C1C=C(C2C=C(C(O)=O)NN=2)C=CC=1. (3) Given the product [C:1]([C:3]1[CH:4]=[CH:5][C:6]([C:9]2[CH:10]=[C:11]([C:15]3[CH:16]=[CH:17][C:18]([C:21]#[N:22])=[CH:19][CH:20]=3)[CH:12]=[C:13]([C:6]3[CH:7]=[CH:8][C:3]([C:1]#[N:2])=[CH:4][CH:5]=3)[CH:14]=2)=[CH:7][CH:8]=1)#[N:2], predict the reactants needed to synthesize it. The reactants are: [C:1]([C:3]1[CH:8]=[CH:7][C:6]([C:9]2[C:10](C3C=CC(C#N)=CC=3)=[C:11]([C:15]3[CH:20]=[CH:19][C:18]([C:21]#[N:22])=[CH:17][CH:16]=3)[CH:12]=[CH:13][CH:14]=2)=[CH:5][CH:4]=1)#[N:2]. (4) Given the product [CH3:28][C:26]1([CH3:27])[CH:20]2[C@@:21]([CH3:29])([C:16]3[CH2:15][CH2:14][C@@:13]4([CH3:30])[C@:12]([CH3:31])([C:17]=3[CH2:18][CH2:19]2)[CH2:11][CH2:10][C@@H:9]4[C@H:21]([CH3:20])[CH2:22][CH2:23][CH:24]=[O:25])[CH2:22][CH2:23][C:24]1=[O:25], predict the reactants needed to synthesize it. The reactants are: C[C@@H]([C@@H:9]1[C@@:13]2([CH3:30])[CH2:14][CH2:15][C:16]3[C@@:21]4([CH3:29])[CH2:22][CH2:23][C:24]([C:26]([CH3:28])([CH3:27])[CH:20]4[CH2:19][CH2:18][C:17]=3[C@:12]2([CH3:31])[CH2:11][CH2:10]1)=[O:25])CCC=C(C)C.O=[O+][O-]. (5) Given the product [O:1]1[CH2:6][CH2:5][CH2:4][CH2:3][CH:2]1[N:7]1[C:15]2[C:10](=[CH:11][C:12]([OH:30])=[CH:13][CH:14]=2)[C:9]([C:25]([F:28])([F:27])[F:26])=[N:8]1, predict the reactants needed to synthesize it. The reactants are: [O:1]1[CH2:6][CH2:5][CH2:4][CH2:3][CH:2]1[N:7]1[C:15]2[C:10](=[CH:11][C:12](B3OC(C)(C)C(C)(C)O3)=[CH:13][CH:14]=2)[C:9]([C:25]([F:28])([F:27])[F:26])=[N:8]1.B1([O-])O[O:30]1.O.O.O.O.[Na+]. (6) Given the product [Cl:1][C:2]1[C:7]([N+:13]([O-:15])=[O:14])=[CH:6][CH:5]=[C:4]([Cl:8])[C:3]=1[S:9]([NH2:12])(=[O:10])=[O:11], predict the reactants needed to synthesize it. The reactants are: [Cl:1][C:2]1[CH:7]=[CH:6][CH:5]=[C:4]([Cl:8])[C:3]=1[S:9]([NH2:12])(=[O:11])=[O:10].[N+:13]([O-])([OH:15])=[O:14].O.